The task is: Predict which catalyst facilitates the given reaction.. This data is from Catalyst prediction with 721,799 reactions and 888 catalyst types from USPTO. (1) Reactant: [Br:1][C:2]1[N:6]2[CH2:7][CH2:8][N:9]([C:11]([O:13][C:14]([CH3:17])([CH3:16])[CH3:15])=[O:12])[CH2:10][C:5]2=[C:4]([C:18]([O:20]CC)=[O:19])[C:3]=1[C:23]1[CH:28]=[CH:27][CH:26]=[C:25]([F:29])[CH:24]=1.[OH-].[Na+].S(=O)(=O)(O)O. Product: [C:14]([O:13][C:11]([N:9]1[CH2:8][CH2:7][N:6]2[C:2]([Br:1])=[C:3]([C:23]3[CH:28]=[CH:27][CH:26]=[C:25]([F:29])[CH:24]=3)[C:4]([C:18]([OH:20])=[O:19])=[C:5]2[CH2:10]1)=[O:12])([CH3:17])([CH3:15])[CH3:16]. The catalyst class is: 412. (2) Reactant: Cl[C:2]1[CH:7]=[C:6]([N:8]([C:16]2[CH:21]=[CH:20][CH:19]=[C:18]([N+:22]([O-:24])=[O:23])[CH:17]=2)[C:9](=[O:15])[O:10][C:11]([CH3:14])([CH3:13])[CH3:12])[CH:5]=[CH:4][N:3]=1.CC1(C)C(C)(C)OB([C:33]2[NH:37][CH:36]=[C:35]([C:38]([O-:40])=[O:39])[CH:34]=2)O1.[CH3:42]C1(C)C2C(=C(P(C3C=CC=CC=3)C3C=CC=CC=3)C=CC=2)OC2C(P(C3C=CC=CC=3)C3C=CC=CC=3)=CC=CC1=2. Product: [C:11]([O:10][C:9]([N:8]([C:16]1[CH:21]=[CH:20][CH:19]=[C:18]([N+:22]([O-:24])=[O:23])[CH:17]=1)[C:6]1[CH:5]=[CH:4][N:3]=[C:2]([C:33]2[NH:37][CH:36]=[C:35]([C:38]([O:40][CH3:42])=[O:39])[CH:34]=2)[CH:7]=1)=[O:15])([CH3:14])([CH3:13])[CH3:12]. The catalyst class is: 110. (3) Reactant: CN(C(ON1N=NC2C=CC=NC1=2)=[N+](C)C)C.F[P-](F)(F)(F)(F)F.[CH2:25]([C:29]1[S:30][CH:31]=[C:32]([C:34]([OH:36])=O)[N:33]=1)[CH2:26][CH2:27][CH3:28].[Si:37]([O:44][CH2:45][CH2:46][C:47]1[C:48]([F:65])=[C:49]([CH:62]=[CH:63][CH:64]=1)[CH2:50][N:51]1[CH2:61][CH2:60][C:54]2([O:59][CH2:58][CH2:57][NH:56][CH2:55]2)[CH2:53][CH2:52]1)([C:40]([CH3:43])([CH3:42])[CH3:41])([CH3:39])[CH3:38].C(N(CC)CC)C. Product: [Si:37]([O:44][CH2:45][CH2:46][C:47]1[C:48]([F:65])=[C:49]([CH:62]=[CH:63][CH:64]=1)[CH2:50][N:51]1[CH2:52][CH2:53][C:54]2([O:59][CH2:58][CH2:57][N:56]([C:34]([C:32]3[N:33]=[C:29]([CH2:25][CH2:26][CH2:27][CH3:28])[S:30][CH:31]=3)=[O:36])[CH2:55]2)[CH2:60][CH2:61]1)([C:40]([CH3:43])([CH3:41])[CH3:42])([CH3:39])[CH3:38]. The catalyst class is: 3. (4) Reactant: [C:1]([O:5][C:6](=[O:41])[N:7]([CH2:39][CH3:40])[CH2:8][C:9]1[CH:10]=[N:11][CH:12]=[C:13]([C:17]2[CH:22]=[CH:21][C:20](F)=[C:19]([C:24]([C:26]3[N:27]([CH2:31][O:32][CH2:33][CH2:34][Si:35]([CH3:38])([CH3:37])[CH3:36])[CH:28]=[CH:29][N:30]=3)=O)[CH:18]=2)[C:14]=1[CH2:15][CH3:16])([CH3:4])([CH3:3])[CH3:2].O.[NH2:43][NH2:44]. Product: [C:1]([O:5][C:6](=[O:41])[N:7]([CH2:39][CH3:40])[CH2:8][C:9]1[CH:10]=[N:11][CH:12]=[C:13]([C:17]2[CH:18]=[C:19]3[C:20](=[CH:21][CH:22]=2)[NH:44][N:43]=[C:24]3[C:26]2[N:27]([CH2:31][O:32][CH2:33][CH2:34][Si:35]([CH3:38])([CH3:37])[CH3:36])[CH:28]=[CH:29][N:30]=2)[C:14]=1[CH2:15][CH3:16])([CH3:4])([CH3:3])[CH3:2]. The catalyst class is: 16.